From a dataset of Full USPTO retrosynthesis dataset with 1.9M reactions from patents (1976-2016). Predict the reactants needed to synthesize the given product. The reactants are: [C:1]([C:3]1[CH:8]=[CH:7][C:6]([N:9]2[C:13](=[O:14])[C:12]([CH3:16])([CH3:15])[N:11]([C:17]3[CH:34]=[CH:33][C:20]([O:21][CH:22]4[CH2:25][N:24](C(OC(C)(C)C)=O)[CH2:23]4)=[C:19]([F:35])[CH:18]=3)[C:10]2=[S:36])=[CH:5][C:4]=1[C:37]([F:40])([F:39])[F:38])#[N:2]. Given the product [NH:24]1[CH2:23][CH:22]([O:21][C:20]2[CH:33]=[CH:34][C:17]([N:11]3[C:12]([CH3:16])([CH3:15])[C:13](=[O:14])[N:9]([C:6]4[CH:7]=[CH:8][C:3]([C:1]#[N:2])=[C:4]([C:37]([F:40])([F:39])[F:38])[CH:5]=4)[C:10]3=[S:36])=[CH:18][C:19]=2[F:35])[CH2:25]1, predict the reactants needed to synthesize it.